From a dataset of Full USPTO retrosynthesis dataset with 1.9M reactions from patents (1976-2016). Predict the reactants needed to synthesize the given product. (1) Given the product [Cl:18][C:14]1[CH:13]=[C:12]([CH:17]=[CH:16][CH:15]=1)[C:11]([NH:10][CH2:9][C:8]1[CH:20]=[CH:21][C:5]([C:2](=[NH:3])[NH:4][OH:35])=[CH:6][C:7]=1[NH:22][CH2:23][C:24](=[O:32])[NH:25][C:26]1[CH:27]=[N:28][CH:29]=[CH:30][CH:31]=1)=[O:19], predict the reactants needed to synthesize it. The reactants are: Cl.[C:2]([C:5]1[CH:21]=[CH:20][C:8]([CH2:9][NH:10][C:11](=[O:19])[C:12]2[CH:17]=[CH:16][CH:15]=[C:14]([Cl:18])[CH:13]=2)=[C:7]([NH:22][CH2:23][C:24](=[O:32])[NH:25][C:26]2[CH:27]=[N:28][CH:29]=[CH:30][CH:31]=2)[CH:6]=1)(=[NH:4])[NH2:3].Cl.N[OH:35].C(N(CC)CC)C. (2) Given the product [Br:25][C:18]1[C:19]2[C:24]([C:11]([C:2]3[CH:3]=[CH:4][C:5]4[C:10](=[CH:9][CH:8]=[CH:7][CH:6]=4)[CH:1]=3)=[C:12]3[C:17]=1[CH:16]=[CH:15][CH:14]=[CH:13]3)=[CH:23][CH:22]=[CH:21][CH:20]=2, predict the reactants needed to synthesize it. The reactants are: [CH:1]1[C:10]2[C:5](=[CH:6][CH:7]=[CH:8][CH:9]=2)[CH:4]=[CH:3][C:2]=1[C:11]1[C:12]2[C:17]([CH:18]=[C:19]3[C:24]=1[CH:23]=[CH:22][CH:21]=[CH:20]3)=[CH:16][CH:15]=[CH:14][CH:13]=2.[Br:25]N1C(=O)CCC1=O.O. (3) Given the product [CH3:23][O:24][C:25]1[CH:33]=[CH:32][C:28]([C:29]([NH:20][C:15]2[C:16]([CH3:19])=[C:17]([CH3:18])[C:4]3[O:3][C:2]([CH3:22])([CH3:1])[CH:6]([C:7]4[CH:8]=[CH:9][C:10]([CH3:13])=[CH:11][CH:12]=4)[C:5]=3[C:14]=2[CH3:21])=[O:30])=[CH:27][CH:26]=1, predict the reactants needed to synthesize it. The reactants are: [CH3:1][C:2]1([CH3:22])[CH:6]([C:7]2[CH:12]=[CH:11][C:10]([CH3:13])=[CH:9][CH:8]=2)[C:5]2[C:14]([CH3:21])=[C:15]([NH2:20])[C:16]([CH3:19])=[C:17]([CH3:18])[C:4]=2[O:3]1.[CH3:23][O:24][C:25]1[CH:33]=[CH:32][C:28]([C:29](Cl)=[O:30])=[CH:27][CH:26]=1. (4) Given the product [O:18]([C:2]1[CH:3]=[C:4]2[C:8](=[CH:9][CH:10]=1)[C:7](=[O:11])[O:6][CH2:5]2)[C:12]1[CH:17]=[CH:16][CH:15]=[CH:14][CH:13]=1, predict the reactants needed to synthesize it. The reactants are: Br[C:2]1[CH:3]=[C:4]2[C:8](=[CH:9][CH:10]=1)[C:7](=[O:11])[O:6][CH2:5]2.[C:12]1([OH:18])[CH:17]=[CH:16][CH:15]=[CH:14][CH:13]=1.CC(C)(C(=O)CC(=O)C(C)(C)C)C.C(=O)([O-])[O-].[Cs+].[Cs+].